From a dataset of Full USPTO retrosynthesis dataset with 1.9M reactions from patents (1976-2016). Predict the reactants needed to synthesize the given product. (1) Given the product [C:44]([OH:2])(=[O:43])[CH3:46].[NH2:30][C:29]1[C:24]([N:22]2[C:21](=[O:33])[NH:20][C:19]([CH:18]([NH:34][C:35]3[CH:36]=[CH:37][C:38]([C:41]([NH2:45])=[NH:42])=[CH:39][CH:40]=3)[C:6]3[CH:7]=[C:8]([O:16][CH3:17])[CH:9]=[C:10]([O:11][CH2:12][CH2:13][O:14][CH3:15])[C:5]=3[F:4])=[N:23]2)=[N:25][CH:26]=[CH:27][CH:28]=1, predict the reactants needed to synthesize it. The reactants are: C[OH:2].O.[F:4][C:5]1[C:10]([O:11][CH2:12][CH2:13][O:14][CH3:15])=[CH:9][C:8]([O:16][CH3:17])=[CH:7][C:6]=1[CH:18]([NH:34][C:35]1[CH:40]=[CH:39][C:38]([C:41]2[N:45]=[C:44]([C:46](F)(F)F)[O:43][N:42]=2)=[CH:37][CH:36]=1)[C:19]1[NH:20][C:21](=[O:33])[N:22]([C:24]2[C:29]([N+:30]([O-])=O)=[CH:28][CH:27]=[CH:26][N:25]=2)[N:23]=1. (2) The reactants are: [NH2:1][CH:2]1[CH2:7][CH2:6][CH:5]([N:8]([CH3:13])[S:9]([CH3:12])(=[O:11])=[O:10])[CH2:4][CH2:3]1.CCN(C(C)C)C(C)C.CS([C:26]1[N:31]=[C:30]([N:32]2[C:40]3[C:35](=[C:36]([CH2:41][N:42]([CH2:44][CH2:45][O:46][CH3:47])[CH3:43])[CH:37]=[CH:38][CH:39]=3)[CH:34]=[CH:33]2)[CH:29]=[CH:28][N:27]=1)=O. Given the product [CH3:47][O:46][CH2:45][CH2:44][N:42]([CH2:41][C:36]1[CH:37]=[CH:38][CH:39]=[C:40]2[C:35]=1[CH:34]=[CH:33][N:32]2[C:30]1[CH:29]=[CH:28][N:27]=[C:26]([NH:1][CH:2]2[CH2:7][CH2:6][CH:5]([N:8]([CH3:13])[S:9]([CH3:12])(=[O:11])=[O:10])[CH2:4][CH2:3]2)[N:31]=1)[CH3:43], predict the reactants needed to synthesize it. (3) Given the product [CH2:19]([O:1][C:2]1[CH:3]=[N:4][CH:5]=[C:6]([CH:11]=1)[C:7]([O:9][CH3:10])=[O:8])[C:20]1[CH:25]=[CH:24][CH:23]=[CH:22][CH:21]=1, predict the reactants needed to synthesize it. The reactants are: [OH:1][C:2]1[CH:3]=[N:4][CH:5]=[C:6]([CH:11]=1)[C:7]([O:9][CH3:10])=[O:8].C([O-])([O-])=O.[K+].[K+].Br[CH2:19][C:20]1[CH:25]=[CH:24][CH:23]=[CH:22][CH:21]=1. (4) Given the product [N:11]1([CH2:18][CH2:19][O:20][C:21]2[CH:22]=[CH:23][C:24]([CH2:25][NH:27][C:28]3[CH:33]=[C:32]([O:34][CH3:35])[CH:31]=[CH:30][C:29]=3[CH:36]3[CH2:45][CH2:44][C:43]4[C:38](=[CH:39][CH:40]=[C:41]([O:46][CH3:47])[CH:42]=4)[CH2:37]3)=[CH:48][CH:49]=2)[CH2:17][CH2:16][CH2:15][CH2:14][CH2:13][CH2:12]1, predict the reactants needed to synthesize it. The reactants are: [H-].[Al+3].[Li+].[H-].[H-].[H-].[Cl-].[Al+3].[Cl-].[Cl-].[N:11]1([CH2:18][CH2:19][O:20][C:21]2[CH:49]=[CH:48][C:24]([C:25]([NH:27][C:28]3[CH:33]=[C:32]([O:34][CH3:35])[CH:31]=[CH:30][C:29]=3[CH:36]3[CH2:45][CH2:44][C:43]4[C:38](=[CH:39][CH:40]=[C:41]([O:46][CH3:47])[CH:42]=4)[CH2:37]3)=O)=[CH:23][CH:22]=2)[CH2:17][CH2:16][CH2:15][CH2:14][CH2:13][CH2:12]1.N. (5) The reactants are: Br[C:2]1[C:10]2[C:5](=[CH:6][C:7]([S:11]([N:14]([CH2:20][C:21]3[CH:26]=[CH:25][C:24]([O:27][CH3:28])=[CH:23][C:22]=3[O:29][CH3:30])[C:15]3[S:19][N:18]=[CH:17][N:16]=3)(=[O:13])=[O:12])=[CH:8][CH:9]=2)[N:4]([CH3:31])[CH:3]=1.[B:32]1([B:32]2[O:36][C:35]([CH3:38])([CH3:37])[C:34]([CH3:40])([CH3:39])[O:33]2)[O:36][C:35]([CH3:38])([CH3:37])[C:34]([CH3:40])([CH3:39])[O:33]1.C([O-])(=O)C.[K+].CC(C1C=C(C(C)C)C(C2C=CC=CC=2P(C2CCCCC2)C2CCCCC2)=C(C(C)C)C=1)C. Given the product [CH3:30][O:29][C:22]1[CH:23]=[C:24]([O:27][CH3:28])[CH:25]=[CH:26][C:21]=1[CH2:20][N:14]([C:15]1[S:19][N:18]=[CH:17][N:16]=1)[S:11]([C:7]1[CH:6]=[C:5]2[C:10]([C:2]([B:32]3[O:36][C:35]([CH3:38])([CH3:37])[C:34]([CH3:40])([CH3:39])[O:33]3)=[CH:3][N:4]2[CH3:31])=[CH:9][CH:8]=1)(=[O:12])=[O:13], predict the reactants needed to synthesize it.